Dataset: Full USPTO retrosynthesis dataset with 1.9M reactions from patents (1976-2016). Task: Predict the reactants needed to synthesize the given product. (1) Given the product [CH3:1][O:2][C:3](=[O:18])[C:4]1[CH:5]=[CH:6][C:7]([NH:10][C:11]2[CH:16]=[CH:15][N:14]=[CH:13][N:12]=2)=[CH:8][CH:9]=1, predict the reactants needed to synthesize it. The reactants are: [CH3:1][O:2][C:3](=[O:18])[C:4]1[CH:9]=[CH:8][C:7]([NH:10][C:11]2[CH:16]=[C:15](Cl)[N:14]=[CH:13][N:12]=2)=[CH:6][CH:5]=1. (2) Given the product [Cl:8][C:6]1[CH:5]=[C:4]([S:9][CH3:10])[CH:3]=[C:2]([Cl:1])[C:7]=1[CH:19]=[O:20], predict the reactants needed to synthesize it. The reactants are: [Cl:1][C:2]1[CH:3]=[C:4]([S:9][CH3:10])[CH:5]=[C:6]([Cl:8])[CH:7]=1.[Li]CCCC.CN([CH:19]=[O:20])C. (3) Given the product [CH3:44][C:39]1[CH:38]=[C:37]([CH:42]=[CH:41][C:40]=1[CH3:43])[CH2:36][O:34][C@@H:10]1[CH2:9][NH:8][CH2:12][C@H:11]1[CH2:13][N:14]([CH:31]([CH3:33])[CH3:32])[C:15](=[O:30])[C:16]1[CH:21]=[CH:20][C:19]([O:22][CH3:23])=[C:18]([O:24][CH2:25][CH2:26][CH2:27][O:28][CH3:29])[CH:17]=1, predict the reactants needed to synthesize it. The reactants are: C(OC([N:8]1[CH2:12][C@@H:11]([CH2:13][N:14]([CH:31]([CH3:33])[CH3:32])[C:15](=[O:30])[C:16]2[CH:21]=[CH:20][C:19]([O:22][CH3:23])=[C:18]([O:24][CH2:25][CH2:26][CH2:27][O:28][CH3:29])[CH:17]=2)[C@H:10]([OH:34])[CH2:9]1)=O)(C)(C)C.Cl[CH2:36][C:37]1[CH:42]=[CH:41][C:40]([CH3:43])=[C:39]([CH3:44])[CH:38]=1.CC#N.O.CC#N. (4) Given the product [CH3:66][C:65]([CH3:68])([CH3:67])[CH2:64][NH:69][C:30](=[O:32])[CH2:29][N:27]1[CH:28]=[C:24]([C:23]2[N:18]3[N:17]=[C:16]([NH:15][C:12]4[CH:13]=[CH:14][C:9]([O:8][CH2:7][CH2:6][N:1]5[CH2:2][CH2:3][CH2:4][CH2:5]5)=[CH:10][CH:11]=4)[N:33]=[C:19]3[CH:20]=[CH:21][CH:22]=2)[CH:25]=[N:26]1, predict the reactants needed to synthesize it. The reactants are: [N:1]1([CH2:6][CH2:7][O:8][C:9]2[CH:14]=[CH:13][C:12]([NH:15][C:16]3[N:33]=[C:19]4[CH:20]=[CH:21][CH:22]=[C:23]([C:24]5[CH:25]=[N:26][N:27]([CH2:29][C:30]([OH:32])=O)[CH:28]=5)[N:18]4[N:17]=3)=[CH:11][CH:10]=2)[CH2:5][CH2:4][CH2:3][CH2:2]1.CCN=C=NCCCN(C)C.C(N(C(C)C)CC)(C)C.C1C=CC2N(O)N=NC=2C=1.[CH2:64]([NH2:69])[C:65]([CH3:68])([CH3:67])[CH3:66].